This data is from NCI-60 drug combinations with 297,098 pairs across 59 cell lines. The task is: Regression. Given two drug SMILES strings and cell line genomic features, predict the synergy score measuring deviation from expected non-interaction effect. (1) Drug 1: C1=CC(=CC=C1CC(C(=O)O)N)N(CCCl)CCCl.Cl. Drug 2: C1=CC(=CC=C1CCCC(=O)O)N(CCCl)CCCl. Cell line: HCC-2998. Synergy scores: CSS=1.86, Synergy_ZIP=-7.70, Synergy_Bliss=-14.0, Synergy_Loewe=-14.1, Synergy_HSA=-13.5. (2) Drug 1: C1=C(C(=O)NC(=O)N1)N(CCCl)CCCl. Drug 2: CC1=C2C(C(=O)C3(C(CC4C(C3C(C(C2(C)C)(CC1OC(=O)C(C(C5=CC=CC=C5)NC(=O)C6=CC=CC=C6)O)O)OC(=O)C7=CC=CC=C7)(CO4)OC(=O)C)O)C)OC(=O)C. Cell line: NCI-H322M. Synergy scores: CSS=2.93, Synergy_ZIP=-6.17, Synergy_Bliss=-11.9, Synergy_Loewe=-100, Synergy_HSA=-13.2. (3) Drug 1: CCCCCOC(=O)NC1=NC(=O)N(C=C1F)C2C(C(C(O2)C)O)O. Drug 2: B(C(CC(C)C)NC(=O)C(CC1=CC=CC=C1)NC(=O)C2=NC=CN=C2)(O)O. Cell line: ACHN. Synergy scores: CSS=53.5, Synergy_ZIP=4.25, Synergy_Bliss=1.80, Synergy_Loewe=-22.0, Synergy_HSA=-6.73.